From a dataset of Full USPTO retrosynthesis dataset with 1.9M reactions from patents (1976-2016). Predict the reactants needed to synthesize the given product. (1) Given the product [O:1]1[C:5]2[CH:6]=[CH:7][C:8]([C:10]3[S:11][CH:12]=[C:13]([C:15]([NH:18][C:19]4[NH:23][C:22]5[CH:24]=[CH:25][C:26]([C:28]([N:30]6[CH2:35][CH2:34][O:33][CH2:32][CH2:31]6)=[O:29])=[CH:27][C:21]=5[N:20]=4)=[O:17])[N:14]=3)=[CH:9][C:4]=2[CH2:3][CH2:2]1, predict the reactants needed to synthesize it. The reactants are: [O:1]1[C:5]2[CH:6]=[CH:7][C:8]([C:10]3[S:11][CH:12]=[C:13]([C:15]([OH:17])=O)[N:14]=3)=[CH:9][C:4]=2[CH2:3][CH2:2]1.[NH2:18][C:19]1[NH:23][C:22]2[CH:24]=[CH:25][C:26]([C:28]([N:30]3[CH2:35][CH2:34][O:33][CH2:32][CH2:31]3)=[O:29])=[CH:27][C:21]=2[N:20]=1.F[P-](F)(F)(F)(F)F.N1(OC(N(C)C)=[N+](C)C)C2C=CC=CC=2N=N1.C(N(CC)C(C)C)(C)C. (2) Given the product [CH:1]1([C:4]2[C:13]([CH:14]([OH:15])[CH2:24][C:23]#[N:25])=[C:12]([C:16]3[CH:21]=[CH:20][C:19]([F:22])=[CH:18][CH:17]=3)[C:11]3[C:6](=[CH:7][CH:8]=[CH:9][CH:10]=3)[N:5]=2)[CH2:2][CH2:3]1, predict the reactants needed to synthesize it. The reactants are: [CH:1]1([C:4]2[C:13]([CH:14]=[O:15])=[C:12]([C:16]3[CH:21]=[CH:20][C:19]([F:22])=[CH:18][CH:17]=3)[C:11]3[C:6](=[CH:7][CH:8]=[CH:9][CH:10]=3)[N:5]=2)[CH2:3][CH2:2]1.[C:23](#[N:25])[CH3:24]. (3) Given the product [I:19][C:5]1[CH:6]=[CH:7][C:2]([CH3:1])=[C:3]([OH:9])[CH:4]=1, predict the reactants needed to synthesize it. The reactants are: [CH3:1][C:2]1[CH:7]=[CH:6][C:5](N)=[CH:4][C:3]=1[OH:9].S(=O)(=O)(O)O.N([O-])=O.[Na+].[I-:19].[K+]. (4) Given the product [F:29][C:24]1[C:23]([NH:30][C:31]2[CH:36]=[CH:35][C:34]([I:37])=[CH:33][C:32]=2[CH3:38])=[C:22]([CH:27]=[CH:26][C:25]=1[F:28])[C:20]([NH:19][O:18][CH2:17][CH2:16][NH:14][CH3:13])=[O:21], predict the reactants needed to synthesize it. The reactants are: FC(F)(F)C(O)=O.C(O[C:13](=O)[N:14]([CH2:16][CH2:17][O:18][NH:19][C:20]([C:22]1[CH:27]=[CH:26][C:25]([F:28])=[C:24]([F:29])[C:23]=1[NH:30][C:31]1[CH:36]=[CH:35][C:34]([I:37])=[CH:33][C:32]=1[CH3:38])=[O:21])C)(C)(C)C.O.C(=O)(O)[O-].[Na+]. (5) Given the product [Cl:45][C:42]1[CH:43]=[CH:44][C:39]([NH:38][C:36]([NH:35][C:33]2[CH:32]=[CH:31][C:29]3[N:30]=[C:26]([NH:25][C:2]4[C:11]5[C:6](=[CH:7][C:8]([O:14][CH2:15][CH2:16][CH2:17][N:18]6[CH2:23][CH2:22][N:21]([CH3:24])[CH2:20][CH2:19]6)=[C:9]([O:12][CH3:13])[CH:10]=5)[N:5]=[CH:4][N:3]=4)[S:27][C:28]=3[CH:34]=2)=[O:37])=[CH:40][C:41]=1[C:46]([F:48])([F:47])[F:49], predict the reactants needed to synthesize it. The reactants are: Cl[C:2]1[C:11]2[C:6](=[CH:7][C:8]([O:14][CH2:15][CH2:16][CH2:17][N:18]3[CH2:23][CH2:22][N:21]([CH3:24])[CH2:20][CH2:19]3)=[C:9]([O:12][CH3:13])[CH:10]=2)[N:5]=[CH:4][N:3]=1.[NH2:25][C:26]1[S:27][C:28]2[CH:34]=[C:33]([NH:35][C:36]([NH:38][C:39]3[CH:44]=[CH:43][C:42]([Cl:45])=[C:41]([C:46]([F:49])([F:48])[F:47])[CH:40]=3)=[O:37])[CH:32]=[CH:31][C:29]=2[N:30]=1. (6) Given the product [F:1][C:2]1[CH:7]=[CH:6][C:5](/[C:8](/[C:25]2[CH:30]=[CH:29][C:28]([C:34]#[C:33][CH2:32][N:35]3[CH:39]=[CH:38][CH:37]=[N:36]3)=[CH:27][CH:26]=2)=[CH:9]/[CH2:10][O:11][C:12]2[CH:23]=[CH:22][C:15]([O:16][CH2:17][C:18]([O:20][CH3:21])=[O:19])=[C:14]([CH3:24])[CH:13]=2)=[CH:4][CH:3]=1, predict the reactants needed to synthesize it. The reactants are: [F:1][C:2]1[CH:7]=[CH:6][C:5](/[C:8](/[C:25]2[CH:30]=[CH:29][C:28](I)=[CH:27][CH:26]=2)=[CH:9]/[CH2:10][O:11][C:12]2[CH:23]=[CH:22][C:15]([O:16][CH2:17][C:18]([O:20][CH3:21])=[O:19])=[C:14]([CH3:24])[CH:13]=2)=[CH:4][CH:3]=1.[CH2:32]([N:35]1[CH:39]=[CH:38][CH:37]=[N:36]1)[C:33]#[CH:34]. (7) Given the product [CH3:10][O:9][C:7]1[CH:6]=[C:5](/[CH:11]=[C:12](/[C:16]2[CH:17]=[CH:18][C:19]([OH:22])=[CH:20][CH:21]=2)\[C:13]([OH:15])=[O:14])[CH:4]=[C:3]([O:2][CH3:1])[CH:8]=1, predict the reactants needed to synthesize it. The reactants are: [CH3:1][O:2][C:3]1[CH:4]=[C:5](/[CH:11]=[C:12](\[C:16]2[CH:21]=[CH:20][C:19]([OH:22])=[CH:18][CH:17]=2)/[C:13]([OH:15])=[O:14])[CH:6]=[C:7]([O:9][CH3:10])[CH:8]=1.COC1C=C(C=C(C2C=CC(O)=CC=2)C(O)=O)C=C(OC)C=1.C(OC(=O)C)(=O)C.C(N(CC)CC)C.Cl. (8) The reactants are: [NH2:1][C:2]1[O:3][CH2:4][C@@:5]2([N:28]=1)[C:18]1[CH:17]=[C:16]([OH:19])[CH:15]=[C:14]([F:20])[C:13]=1[O:12][C:11]1[C:6]2=[CH:7][C:8]([C:21]2[C:22]([F:27])=[N:23][CH:24]=[CH:25][CH:26]=2)=[CH:9][CH:10]=1.C(=O)([O-])[O-].[Cs+].[Cs+].CN(C=O)C.FC(F)(F)S(O[CH2:46][C:47]([C:50]#[N:51])([CH3:49])[CH3:48])(=O)=O. Given the product [NH2:1][C:2]1[O:3][CH2:4][C@:5]2([N:28]=1)[C:6]1[CH:7]=[C:8]([C:21]3[C:22]([F:27])=[N:23][CH:24]=[CH:25][CH:26]=3)[CH:9]=[CH:10][C:11]=1[O:12][C:13]1[C:18]2=[CH:17][C:16]([O:19][CH2:46][C:47]([CH3:49])([CH3:48])[C:50]#[N:51])=[CH:15][C:14]=1[F:20], predict the reactants needed to synthesize it.